This data is from Catalyst prediction with 721,799 reactions and 888 catalyst types from USPTO. The task is: Predict which catalyst facilitates the given reaction. (1) Reactant: [NH2:1][C:2]1[CH:7]=[C:6]([Cl:8])[CH:5]=[CH:4][C:3]=1[NH:9][S:10]([C:13]1[S:14][CH:15]=[CH:16][CH:17]=1)(=[O:12])=[O:11].[O:18]1[C:22]2[CH:23]=[CH:24][CH:25]=[CH:26][C:21]=2[CH:20]=[C:19]1[S:27](Cl)(=[O:29])=[O:28]. Product: [Cl:8][C:6]1[CH:5]=[CH:4][C:3]([NH:9][S:10]([C:13]2[S:14][CH:15]=[CH:16][CH:17]=2)(=[O:12])=[O:11])=[C:2]([NH:1][S:27]([C:19]2[O:18][C:22]3[CH:23]=[CH:24][CH:25]=[CH:26][C:21]=3[CH:20]=2)(=[O:28])=[O:29])[CH:7]=1. The catalyst class is: 17. (2) Reactant: [Cl:1][C:2]1[N:3]=[CH:4][C:5]2[NH:11][C:10](=[O:12])[CH:9]([CH3:13])[CH:8]([CH3:14])[N:7]([CH:15]3[CH2:17][CH2:16]3)[C:6]=2[N:18]=1.I[CH3:20].[H-].[Na+]. Product: [Cl:1][C:2]1[N:3]=[CH:4][C:5]2[N:11]([CH3:20])[C:10](=[O:12])[CH:9]([CH3:13])[CH:8]([CH3:14])[N:7]([CH:15]3[CH2:16][CH2:17]3)[C:6]=2[N:18]=1. The catalyst class is: 6. (3) Reactant: [CH3:1][NH:2][C:3]1[CH:10]=[CH:9][C:6]([O:7]C)=[CH:5][CH:4]=1.[BrH:11]. Product: [BrH:11].[CH3:1][NH:2][C:3]1[CH:10]=[CH:9][C:6]([OH:7])=[CH:5][CH:4]=1. The catalyst class is: 15. (4) The catalyst class is: 2. Reactant: [F:1][C:2]1[C:7]([C:8](Cl)=[O:9])=[CH:6][CH:5]=[CH:4][N:3]=1.C([O-])(O)=O.[Na+].[C:16]([C:20]1[CH:26]=[CH:25][C:23]([NH2:24])=[CH:22][CH:21]=1)([CH3:19])([CH3:18])[CH3:17]. Product: [C:16]([C:20]1[CH:21]=[CH:22][C:23]([NH:24][C:8]([C:7]2[C:2]([F:1])=[N:3][CH:4]=[CH:5][CH:6]=2)=[O:9])=[CH:25][CH:26]=1)([CH3:19])([CH3:17])[CH3:18]. (5) Reactant: O=[C:2]1[CH2:6][CH2:5][C@@H:4]([C:7]([O:9][CH2:10][C:11]2[CH:16]=[CH:15][CH:14]=[CH:13][CH:12]=2)=[O:8])[CH2:3]1.[C-:17]#[N:18].[Na+].[C:20](=[O:23])([O-])[O-].[NH4+:24].[NH4+].[OH2:26]. Product: [O:26]=[C:17]1[NH:24][C:20](=[O:23])[C:2]2([CH2:6][CH2:5][C@@H:4]([C:7]([O:9][CH2:10][C:11]3[CH:16]=[CH:15][CH:14]=[CH:13][CH:12]=3)=[O:8])[CH2:3]2)[NH:18]1. The catalyst class is: 8. (6) Reactant: [CH3:13][C:12]([O:11][C:9](O[C:9]([O:11][C:12]([CH3:15])([CH3:14])[CH3:13])=[O:10])=[O:10])([CH3:15])[CH3:14].[NH2:16][CH2:17][C:18]1[CH:19]=[C:20]([CH:22]=[CH:23][CH:24]=1)[NH2:21].CCN(CC)CC. Product: [NH2:21][C:20]1[CH:19]=[C:18]([CH:24]=[CH:23][CH:22]=1)[CH2:17][NH:16][C:9](=[O:10])[O:11][C:12]([CH3:13])([CH3:14])[CH3:15]. The catalyst class is: 5. (7) Reactant: [CH3:1][C@H:2]1[CH2:7][NH:6][C@H:5]([CH3:8])[CH2:4][NH:3]1.[CH3:9][O:10][C:11]1[CH:12]=[C:13]([S:19](Cl)(=[O:21])=[O:20])[CH:14]=[CH:15][C:16]=1[O:17][CH3:18]. Product: [CH3:9][O:10][C:11]1[CH:12]=[C:13]([S:19]([N:3]2[CH2:4][C@@H:5]([CH3:8])[N:6]([S:19]([C:13]3[CH:14]=[CH:15][C:16]([O:17][CH3:18])=[C:11]([O:10][CH3:9])[CH:12]=3)(=[O:21])=[O:20])[CH2:7][C@@H:2]2[CH3:1])(=[O:21])=[O:20])[CH:14]=[CH:15][C:16]=1[O:17][CH3:18]. The catalyst class is: 17.